From a dataset of Peptide-MHC class II binding affinity with 134,281 pairs from IEDB. Regression. Given a peptide amino acid sequence and an MHC pseudo amino acid sequence, predict their binding affinity value. This is MHC class II binding data. (1) The peptide sequence is FTVQKGSDPKKLVLN. The MHC is DRB1_1101 with pseudo-sequence DRB1_1101. The binding affinity (normalized) is 0.275. (2) The peptide sequence is TKDTNDNNLYKLHGG. The MHC is DRB1_1501 with pseudo-sequence DRB1_1501. The binding affinity (normalized) is 0. (3) The peptide sequence is YLEEHPSAGKDPKKT. The MHC is DRB1_0701 with pseudo-sequence DRB1_0701. The binding affinity (normalized) is 0.0469. (4) The peptide sequence is TPDVSFFDSSFAPYL. The MHC is DRB1_0401 with pseudo-sequence DRB1_0401. The binding affinity (normalized) is 0.339.